From a dataset of Experimentally validated miRNA-target interactions with 360,000+ pairs, plus equal number of negative samples. Binary Classification. Given a miRNA mature sequence and a target amino acid sequence, predict their likelihood of interaction. (1) The miRNA is mmu-miR-1192 with sequence AAACAAACAAACAGACCAAAUU. The protein sequence of the target gene is MPRSRNPSQGMPRDSSDSCGLSPVETPKGKKRARSLDRQVPRKKDPESSNTRCPSSATCRRTASDGARSSESPSHFAEAQGATAAALPPGEGRGFLPSEQGPPEDTKKERLPREAQQSWLRLVLNILLMRIEEPREKASRASKGKGDLPEAAEEPALRKKSHEKRTSRKKHSHRKPIAEEPPGPQTAEAQGREDVPPSLAASSAPHEIALGLICRGGPDSDLPQALPTEGDHAETPDSFGQASGPPLEEDPRKPDQDDVIWQIVELLKKAGDQLEEEQVQIPQPEAVPPRKPTPLPRKKS.... Result: 1 (interaction). (2) The miRNA is mmu-miR-871-3p with sequence UGACUGGCACCAUUCUGGAUAAU. The protein sequence of the target gene is MGGNHSHKPPVFDENEEVNFDHFQILRAIGKGSFGKVCIVQKRDTKKMYAMKYMNKQKCVERDEVRNVFRELQIMQGLEHPFLVNLWYSFQDEEDMFMVVDLLLGGDLRYHLQQNVHFTEGTVKLYICELALALEYLQRYHIIHRDIKPDNILLDEHGHVHITDFNIATVLKGSEKASSMAGTKPYMAPEVFQVYVDGGPGYSYPVDWWSLGVTAYELLRGWRPYEIHSATPIDEILNMFKVERVHYSSTWCEGMVSLLKKLLTKDPESRLSSLRDIQSMTYLADMNWDAVFEKALMPGF.... Result: 1 (interaction). (3) The miRNA is cel-miR-269 with sequence GGCAAGACUCUGGCAAAACU. The protein sequence of the target gene is MVDDKEKNMKCLTFFLMLPETVKNRSKKGSKKANSSGGGGGGGSVGSGSSKLPPVCYEIITLKTKKKKKMAADIFPRKKPANSSSTTVQQQHQHNLCNNNLIPAPNWQGLYPTIRERNAVMFNNDLMADVHFVVGPPGGTQRLPGHKYVLAVGSSVFHAMFYGELAEDKDEIRIPDVEPAAFLAMLKYIYCDEIDLAADTVLATLYAAKKYIVPHLARACVNFLETSLSAKNACVLLSQSCLFEEPDLTQRCWEVIDAQAELALKSEGFCDIDFQTLESILRRETLNAKEIVVFEAALNW.... Result: 0 (no interaction). (4) The protein sequence of the target gene is MGRIGISCLFPASWHFSISPVGCPRILNTNLRQIVVISILAAAVSLLYFSVVIIRSKYGWLSKDKKFQRYLARVTDVEATDTNNPSVNYGIVVDCGSSGSRIFVYCWPRHNGNPHDLLDIRQMRDKNRKPVVMKIKPGISEFATSPEKVSDYISPLLSFAAEHVPRAKHKETPLYILCTAGMRVLPESQQKAILEDLLTDIPVHYDFLFSDSHAEVISGKQEGVYAWIGINFVLGRFEHIEEDDEAVVEVNIPGSESSEAIVRKRTAGVLDMGGVSTQIAYEVPQTVSFASSQQEEVAKN.... The miRNA is hsa-miR-328-3p with sequence CUGGCCCUCUCUGCCCUUCCGU. Result: 0 (no interaction). (5) The miRNA is mmu-miR-7115-3p with sequence ACUUGGUCCCCUGCCCCCACAG. The protein sequence of the target gene is MEPAFGEVNQLGGVFVNGRPLPNAIRLRIVELAQLGIRPCDISRQLRVSHGCVSKILARYNETGSILPGAIGGSKPRVTTPTVVKHIRTYKQRDPGIFAWEIRDRLLADGVCDKYNVPSVSSISRILRNKIGNLAQQGHYDSYKQHQPTPQPALPYNHIYSYPSPITAAAAKVPTPPGVPAIPGSVAMPRTWPSSHSVTDILGIRSITDQVSDSSPYHSPKVEEWSSLGRNNFPAAAPHAVNGLEKGALEQEAKYGQAPNGLPAVGSFVSASSMAPYPTPAQVSPYMTYSAAPSGYVAGH.... Result: 0 (no interaction). (6) The miRNA is hsa-miR-3065-5p with sequence UCAACAAAAUCACUGAUGCUGGA. The protein sequence of the target gene is MADTATTASAASAAASAPNASTDAPPFQLGKPRFQQTSFYGRFRHFLDIIDPRTLFVTEKRLREAVQLLEDYKHGTLRPGVTNEQLWSAQKIKQAILHPDTNEKIFMPFRMSGYIPFGTPIVVGLLLPNQTLASTVFWQWLNQSHNACVNYANRNATKPSPASKFIQGYLGAVISAVSIAVGLNVLVQKANKFTPATRLLVQRFVPFPAVASANICNVVLMRYGELEEGIDVLDADGNLVGSSKIAARHALLETALTRVVLPMPILVLPPIVMSMLEKTALLQARPRLLLPVHSLVCLAA.... Result: 0 (no interaction). (7) The miRNA is hsa-miR-4524a-3p with sequence UGAGACAGGCUUAUGCUGCUAU. The protein sequence of the target gene is MDGTEGSAGQPGPAERSHRSSVSSVGARAADVLVYLADDTVVPLAVENLPSLSAHELHRAVREVLQLPDIALDVFALWLVSPLLEVQLKPKHQPYKLGRQWPELLLRFTSAPDDDVAMDEPFLQFRRNVFFPKRRELQIHDEEVLRLLYEEAKGNVLAARYPCDVEDCEALGALVCRVQLGPYQPGRPAACDLREKLDSFLPAHLCKRGQSLFAALRGRGARAGPGEQGLLNAYRQVQEVSSDGGCEAALGTHYRAYLLKCHELPFYGCAFFHGEVDKPAQGFLHRGGRKPVSVAISLEG.... Result: 1 (interaction). (8) Result: 1 (interaction). The protein sequence of the target gene is MIARRNPEPLRFLPDEARSLPPPKLTDPRLLYIGFLGYCSGLIDNLIRRRPIATAGLHRQLLYITAFFFAGYYLVKREDYLYAVRDREMFGYMKLHPEDFPEEDKKTYGEIFEKFHPIR. The miRNA is hsa-miR-4252 with sequence GGCCACUGAGUCAGCACCA. (9) The miRNA is hsa-miR-4462 with sequence UGACACGGAGGGUGGCUUGGGAA. The protein sequence of the target gene is MEPPLPVGAQPLATVEGMEMKGPLREPCALTLAQRNGQYELIIQLHEKEQHVQDIIPINSHFRCVQEAEETLLIDIASNSGCKIRVQGDWIRERRFEIPDEEHCLKFLSAVLAAQKAQSQLLVPEQKDSSSWYQKLDTKDKPSVFSGLLGFEDNFSSMNLDKKINSQNQPTGIHREPPPPPFSVNKMLPREKEASNKEQPKVTNTMRKLFVPNTQSGQREGLIKHILAKREKEYVNIQTFRFFVGTWNVNGQSPDSGLEPWLNCDPNPPDIYCIGFQELDLSTEAFFYFESVKEQEWSMA.... Result: 1 (interaction).